This data is from NCI-60 drug combinations with 297,098 pairs across 59 cell lines. The task is: Regression. Given two drug SMILES strings and cell line genomic features, predict the synergy score measuring deviation from expected non-interaction effect. Drug 1: CC12CCC3C(C1CCC2=O)CC(=C)C4=CC(=O)C=CC34C. Drug 2: CCC1(CC2CC(C3=C(CCN(C2)C1)C4=CC=CC=C4N3)(C5=C(C=C6C(=C5)C78CCN9C7C(C=CC9)(C(C(C8N6C=O)(C(=O)OC)O)OC(=O)C)CC)OC)C(=O)OC)O.OS(=O)(=O)O. Cell line: MDA-MB-435. Synergy scores: CSS=29.9, Synergy_ZIP=-0.451, Synergy_Bliss=0.524, Synergy_Loewe=-16.2, Synergy_HSA=1.82.